From a dataset of Forward reaction prediction with 1.9M reactions from USPTO patents (1976-2016). Predict the product of the given reaction. (1) The product is: [F:3][C:4]1[CH:5]=[C:6]([CH:11]([OH:29])[CH:12]([CH2:18][C:19]2[CH:20]=[CH:21][C:22]([C:25]([F:26])([F:27])[F:28])=[CH:23][CH:24]=2)[C:13]([O:15][CH2:16][CH3:17])=[O:14])[CH:7]=[CH:8][C:9]=1[F:10]. Given the reactants [BH4-].[Na+].[F:3][C:4]1[CH:5]=[C:6]([C:11](=[O:29])[CH:12]([CH2:18][C:19]2[CH:24]=[CH:23][C:22]([C:25]([F:28])([F:27])[F:26])=[CH:21][CH:20]=2)[C:13]([O:15][CH2:16][CH3:17])=[O:14])[CH:7]=[CH:8][C:9]=1[F:10].Cl, predict the reaction product. (2) Given the reactants Br[C:2]1[CH:7]=[N:6][CH:5]=[C:4]2[N:8]([CH2:11][CH2:12][O:13][CH3:14])[N:9]=[CH:10][C:3]=12.[F:15][C:16]1[CH:21]=[C:20](B2OC(C)(C)C(C)(C)O2)[CH:19]=[CH:18][C:17]=1[NH2:31].C1(C)C=CC=CC=1.C([O-])([O-])=O.[Na+].[Na+], predict the reaction product. The product is: [F:15][C:16]1[CH:21]=[C:20]([C:2]2[CH:7]=[N:6][CH:5]=[C:4]3[N:8]([CH2:11][CH2:12][O:13][CH3:14])[N:9]=[CH:10][C:3]=23)[CH:19]=[CH:18][C:17]=1[NH2:31]. (3) Given the reactants [N+:1]([C:4]1[CH:12]=[CH:11][C:7]2[N:8]=[CH:9][NH:10][C:6]=2[CH:5]=1)([O-])=O, predict the reaction product. The product is: [NH2:1][C:4]1[CH:12]=[CH:11][C:7]2[N:8]=[CH:9][NH:10][C:6]=2[CH:5]=1. (4) Given the reactants [NH:1]1[C:5]([CH:6]=O)=[CH:4][CH:3]=[N:2]1.[NH2:8][CH:9]([CH3:12])[CH2:10][OH:11].[BH4-].[Na+].[CH3:15][C:16]([O:19][C:20](O[C:20]([O:19][C:16]([CH3:18])([CH3:17])[CH3:15])=[O:21])=[O:21])([CH3:18])[CH3:17], predict the reaction product. The product is: [OH:11][CH2:10][CH:9]([N:8]([CH2:6][C:5]1[NH:1][N:2]=[CH:3][CH:4]=1)[C:20](=[O:21])[O:19][C:16]([CH3:18])([CH3:17])[CH3:15])[CH3:12]. (5) The product is: [CH3:20][NH:19][C:15]1[CH:14]=[C:13]([C:11]2[C:10]([C:21]3[CH:22]=[C:23]([NH:27][C:28]([NH:30][C:31]4[CH:36]=[CH:35][C:34]([C:37]([F:40])([F:38])[F:39])=[CH:33][CH:32]=4)=[O:29])[CH:24]=[CH:25][CH:26]=3)=[N:9][NH:8][CH:12]=2)[CH:18]=[CH:17][N:16]=1. Given the reactants COC1C=CC(C[N:8]2[CH:12]=[C:11]([C:13]3[CH:18]=[CH:17][N:16]=[C:15]([NH:19][CH3:20])[CH:14]=3)[C:10]([C:21]3[CH:22]=[C:23]([NH:27][C:28]([NH:30][C:31]4[CH:36]=[CH:35][C:34]([C:37]([F:40])([F:39])[F:38])=[CH:33][CH:32]=4)=[O:29])[CH:24]=[CH:25][CH:26]=3)=[N:9]2)=CC=1.FC(F)(F)C(O)=O, predict the reaction product.